From a dataset of Forward reaction prediction with 1.9M reactions from USPTO patents (1976-2016). Predict the product of the given reaction. Given the reactants [Cl:1][C:2]1[CH:3]=[C:4]([CH:36]=[CH:37][C:38]=1[O:39][CH3:40])[CH2:5][NH:6][C:7]1[C:16]2[C:11](=[CH:12][CH:13]=[C:14]([C:17]#[N:18])[CH:15]=2)[C:10]([N:19]2[CH2:24][CH2:23][CH:22]([N:25]3C(=O)C4=CC=CC=C4C3=O)[CH2:21][CH2:20]2)=[N:9][N:8]=1.O.NN, predict the reaction product. The product is: [ClH:1].[ClH:1].[NH2:25][CH:22]1[CH2:21][CH2:20][N:19]([C:10]2[C:11]3[C:16](=[CH:15][C:14]([C:17]#[N:18])=[CH:13][CH:12]=3)[C:7]([NH:6][CH2:5][C:4]3[CH:36]=[CH:37][C:38]([O:39][CH3:40])=[C:2]([Cl:1])[CH:3]=3)=[N:8][N:9]=2)[CH2:24][CH2:23]1.